The task is: Regression. Given two drug SMILES strings and cell line genomic features, predict the synergy score measuring deviation from expected non-interaction effect.. This data is from NCI-60 drug combinations with 297,098 pairs across 59 cell lines. (1) Drug 1: C1CN(CCN1C(=O)CCBr)C(=O)CCBr. Drug 2: N.N.Cl[Pt+2]Cl. Cell line: T-47D. Synergy scores: CSS=36.4, Synergy_ZIP=-3.82, Synergy_Bliss=4.47, Synergy_Loewe=-0.175, Synergy_HSA=7.65. (2) Drug 1: COC1=C2C(=CC3=C1OC=C3)C=CC(=O)O2. Drug 2: C1C(C(OC1N2C=NC3=C2NC=NCC3O)CO)O. Cell line: MDA-MB-231. Synergy scores: CSS=8.96, Synergy_ZIP=-5.13, Synergy_Bliss=-2.59, Synergy_Loewe=-1.35, Synergy_HSA=-0.520.